This data is from Full USPTO retrosynthesis dataset with 1.9M reactions from patents (1976-2016). The task is: Predict the reactants needed to synthesize the given product. (1) Given the product [CH2:30]([O:29][C:27]([O:1][C:2]1[CH:3]=[CH:4][C:5]2[CH2:6][C@H:7]3[N:18]([C:27]([O:29][CH2:30][C:25]4[CH:24]=[CH:33][CH:32]=[CH:31][CH:36]=4)=[O:28])[CH2:17][CH2:16][C@@:13]4([C:14]=2[CH:15]=1)[C@H:8]3[CH2:9][CH2:10][CH2:11][CH2:12]4)=[O:28])[C:31]1[CH:36]=[CH:35][CH:34]=[CH:33][CH:32]=1, predict the reactants needed to synthesize it. The reactants are: [OH:1][C:2]1[CH:3]=[CH:4][C:5]2[CH2:6][C@H:7]3[NH:18][CH2:17][CH2:16][C@@:13]4([C:14]=2[CH:15]=1)[C@H:8]3[CH2:9][CH2:10][CH2:11][CH2:12]4.C(N([CH2:24][CH3:25])CC)C.Cl[C:27]([O:29][CH2:30][C:31]1[CH:36]=[CH:35][CH:34]=[CH:33][CH:32]=1)=[O:28]. (2) Given the product [O:1]1[CH2:6][CH2:5][O:4][C:3]2[CH:7]=[C:8]([C:11]([CH:18]3[C:19](=[O:21])[O:20][C:15]([CH3:23])([CH3:14])[O:16][C:17]3=[O:22])=[O:13])[CH:9]=[CH:10][C:2]1=2, predict the reactants needed to synthesize it. The reactants are: [O:1]1[CH2:6][CH2:5][O:4][C:3]2[CH:7]=[C:8]([C:11]([OH:13])=O)[CH:9]=[CH:10][C:2]1=2.[CH3:14][C:15]1([CH3:23])[O:20][C:19](=[O:21])[CH2:18][C:17](=[O:22])[O:16]1.CCN=C=NCCCN(C)C.Cl. (3) Given the product [CH3:20][O:21][C:22](=[O:40])[C:23]1[CH:28]=[C:27]([O:29][CH2:14][O:12][CH3:10])[CH:26]=[C:25]([O:30][C:31]2[CH:36]=[CH:35][C:34]([C:37](=[O:39])[CH3:38])=[CH:33][CH:32]=2)[CH:24]=1, predict the reactants needed to synthesize it. The reactants are: O(C[C@H:10]([OH:12])C)[Si](C(C)(C)C)(C)C.N[C:14]1C=CN(C)N=1.[CH3:20][O:21][C:22](=[O:40])[C:23]1[CH:28]=[C:27]([OH:29])[CH:26]=[C:25]([O:30][C:31]2[CH:36]=[CH:35][C:34]([C:37](=[O:39])[CH3:38])=[CH:33][CH:32]=2)[CH:24]=1. (4) Given the product [CH2:1]([N:4]1[C:14]2[CH:19]=[CH:18][C:17]([Cl:20])=[CH:16][C:15]=2[CH:21]([C:22]2[CH:27]=[CH:26][CH:25]=[CH:24][C:23]=2[O:28][CH3:29])[O:30][CH:6]([CH2:7][C:8]([O:10][CH2:11][CH3:12])=[O:9])[C:5]1=[O:13])[CH:2]=[CH2:3], predict the reactants needed to synthesize it. The reactants are: [CH2:1]([N:4]([C:14]1[CH:19]=[CH:18][C:17]([Cl:20])=[CH:16][C:15]=1[C:21](=[O:30])[C:22]1[CH:27]=[CH:26][CH:25]=[CH:24][C:23]=1[O:28][CH3:29])[C:5](=[O:13])/[CH:6]=[CH:7]/[C:8]([O:10][CH2:11][CH3:12])=[O:9])[CH:2]=[CH2:3].[BH4-].[Na+].Cl. (5) Given the product [CH:27]1[C:14]2[C:15]3[N:16]=[C:17]4[C:22]([CH:21]=[CH:20][C:19]5[CH:23]=[CH:24][CH:25]=[CH:26][C:18]=54)=[C:9]([C:6]4[CH:5]=[CH:4][C:3]([OH:2])=[CH:8][CH:7]=4)[C:10]=3[CH:11]=[CH:12][C:13]=2[CH:30]=[CH:29][CH:28]=1, predict the reactants needed to synthesize it. The reactants are: C[O:2][C:3]1[CH:8]=[CH:7][C:6]([C:9]2[C:22]3[CH:21]=[CH:20][C:19]4[CH:23]=[CH:24][CH:25]=[CH:26][C:18]=4[C:17]=3[N:16]=[C:15]3[C:10]=2[CH:11]=[CH:12][C:13]2[CH:30]=[CH:29][CH:28]=[CH:27][C:14]=23)=[CH:5][CH:4]=1.Cl.[NH+]1C=CC=CC=1.O. (6) The reactants are: [F:1][C:2]1[CH:3]=[CH:4][C:5](I)=[N:6][CH:7]=1.Br[C:10]([F:17])([F:16])[C:11]([O:13][CH2:14][CH3:15])=[O:12].C(=O)(O)[O-].[Na+]. Given the product [F:16][C:10]([F:17])([C:5]1[CH:4]=[CH:3][C:2]([F:1])=[CH:7][N:6]=1)[C:11]([O:13][CH2:14][CH3:15])=[O:12], predict the reactants needed to synthesize it. (7) Given the product [CH:16]1([C:2]2[CH:7]=[CH:6][C:5]([CH:8]([CH3:15])[CH2:9][NH:10][S:11]([CH3:14])(=[O:13])=[O:12])=[CH:4][CH:3]=2)[CH2:20][CH2:19][CH2:18][CH2:17]1, predict the reactants needed to synthesize it. The reactants are: Br[C:2]1[CH:7]=[CH:6][C:5]([CH:8]([CH3:15])[CH2:9][NH:10][S:11]([CH3:14])(=[O:13])=[O:12])=[CH:4][CH:3]=1.[CH:16]1([Mg]Br)[CH2:20][CH2:19][CH2:18][CH2:17]1.